Dataset: Forward reaction prediction with 1.9M reactions from USPTO patents (1976-2016). Task: Predict the product of the given reaction. Given the reactants Cl[C:2](=[C:6]([C:9]#[N:10])[C:7]#[N:8])[CH:3]([CH3:5])[CH3:4].[Cl:11][C:12]1[C:13]([NH:19][NH2:20])=[N:14][CH:15]=[C:16]([Cl:18])[CH:17]=1.C(N(CC)CC)C, predict the reaction product. The product is: [NH2:8][CH:7]1[N:19]([C:13]2[C:12]([Cl:11])=[CH:17][C:16]([Cl:18])=[CH:15][N:14]=2)[N:20]=[C:2]([CH:3]([CH3:5])[CH3:4])[CH:6]1[C:9]#[N:10].